This data is from Forward reaction prediction with 1.9M reactions from USPTO patents (1976-2016). The task is: Predict the product of the given reaction. (1) Given the reactants [C:1]([O:5][C:6]([NH:8][C@@:9]1([CH3:32])[CH2:13][CH2:12][C@@H:11]([NH:14][C:15]2[C:16]3[N:17]([CH:24]=[C:25]([C:27]([OH:29])=O)[CH:26]=3)[N:18]=[CH:19][C:20]=2[C:21](=[O:23])[NH2:22])[C:10]1([CH3:31])[CH3:30])=[O:7])([CH3:4])([CH3:3])[CH3:2].F[P-](F)(F)(F)(F)F.[N:40]1(O[P+](N(C)C)(N(C)C)N(C)C)C2C=CC=CC=2N=[N:41]1.NN.CCOC(C)=O, predict the reaction product. The product is: [C:21]([C:20]1[CH:19]=[N:18][N:17]2[CH:24]=[C:25]([C:27]([NH:40][NH2:41])=[O:29])[CH:26]=[C:16]2[C:15]=1[NH:14][C@@H:11]1[CH2:12][CH2:13][C@@:9]([NH:8][C:6](=[O:7])[O:5][C:1]([CH3:3])([CH3:4])[CH3:2])([CH3:32])[C:10]1([CH3:31])[CH3:30])(=[O:23])[NH2:22]. (2) The product is: [Cl:23][C:7]1[CH:8]=[C:3]([C:1]#[N:2])[C:4]([C:17]([O:19][CH3:20])=[O:18])=[C:5]([C:10]2[CH:11]=[N:12][N:13]([CH2:15][CH3:16])[CH:14]=2)[N:6]=1. Given the reactants [C:1]([C:3]1[CH:8]=[CH:7][N+:6]([O-])=[C:5]([C:10]2[CH:11]=[N:12][N:13]([CH2:15][CH3:16])[CH:14]=2)[C:4]=1[C:17]([O:19][CH3:20])=[O:18])#[N:2].O=P(Cl)(Cl)[Cl:23], predict the reaction product. (3) Given the reactants [F:1][C:2]1[CH:7]=[CH:6][C:5]([CH:8]2[CH2:13][CH2:12][N:11]([C:14]3[N:19]=[C:18]([CH3:20])[NH:17][C:16](=[O:21])[C:15]=3[N+:22]([O-:24])=[O:23])[CH2:10][CH2:9]2)=[CH:4][CH:3]=1.Br[CH2:26][C:27]#[N:28].C(=O)([O-])[O-].[K+].[K+], predict the reaction product. The product is: [F:1][C:2]1[CH:7]=[CH:6][C:5]([CH:8]2[CH2:9][CH2:10][N:11]([C:14]3[N:19]=[C:18]([CH3:20])[N:17]([CH2:26][C:27]#[N:28])[C:16](=[O:21])[C:15]=3[N+:22]([O-:24])=[O:23])[CH2:12][CH2:13]2)=[CH:4][CH:3]=1. (4) Given the reactants [Br:1][C:2]1[CH:7]=[CH:6][C:5](I)=[C:4]([Cl:9])[CH:3]=1.[CH3:10][N:11]1[CH:15]=[C:14](B2OC(C)(C)C(C)(C)O2)[CH:13]=[N:12]1.[O-]P([O-])([O-])=O.[K+].[K+].[K+], predict the reaction product. The product is: [Br:1][C:2]1[CH:7]=[CH:6][C:5]([C:14]2[CH:13]=[N:12][N:11]([CH3:10])[CH:15]=2)=[C:4]([Cl:9])[CH:3]=1. (5) Given the reactants [C:1]12([CH2:11][OH:12])[CH2:10][CH:5]3[CH2:6][CH:7]([CH2:9][CH:3]([CH2:4]3)[CH2:2]1)[CH2:8]2.[C:13]([OH:17])(=[O:16])[CH:14]=[CH2:15], predict the reaction product. The product is: [C:13]([O:17][CH:2]([O:12][CH2:11][C:1]12[CH2:8][CH:7]3[CH2:6][CH:5]([CH2:4][CH:3]([CH2:9]3)[CH2:2]1)[CH2:10]2)[CH:1]([CH3:10])[CH3:8])(=[O:16])[CH:14]=[CH2:15]. (6) Given the reactants [CH:1]1([C:4]2[C:5]([O:14][CH2:15][C:16]([F:19])([F:18])[F:17])=[CH:6][C:7]([C:10](=[N:12][OH:13])[NH2:11])=[N:8][CH:9]=2)[CH2:3][CH2:2]1.[CH:20](OCC)(OCC)OCC.B(F)(F)F.CCOCC.C([O-])(O)=O.[Na+], predict the reaction product. The product is: [CH:1]1([C:4]2[C:5]([O:14][CH2:15][C:16]([F:19])([F:17])[F:18])=[CH:6][C:7]([C:10]3[N:11]=[CH:20][O:13][N:12]=3)=[N:8][CH:9]=2)[CH2:3][CH2:2]1. (7) The product is: [OH:17][CH2:18][CH2:19][CH2:20][C:21]1[C:22]2[CH2:32][CH2:31][CH2:30][CH2:29][CH2:28][C:23]=2[NH:24][C:25]=1/[CH:26]=[C:10]1\[C:11](=[O:16])[NH:12][C:13]2[C:9]\1=[CH:8][C:7]([C:1]1[CH:2]=[CH:3][CH:4]=[CH:5][CH:6]=1)=[CH:15][CH:14]=2. Given the reactants [C:1]1([C:7]2[CH:8]=[C:9]3[C:13](=[CH:14][CH:15]=2)[NH:12][C:11](=[O:16])[CH2:10]3)[CH:6]=[CH:5][CH:4]=[CH:3][CH:2]=1.[OH:17][CH2:18][CH2:19][CH2:20][C:21]1[C:22]2[CH2:32][CH2:31][CH2:30][CH2:29][CH2:28][C:23]=2[NH:24][C:25]=1[CH:26]=O.N1CCCCC1, predict the reaction product. (8) Given the reactants [O:1]1[CH:5]=[CH:4][CH:3]=[C:2]1[P:6]([O:11][CH2:12][CH3:13])(=[O:10])[O:7][CH2:8][CH3:9].C([N-]C1CCCCC1)(C)C.[Li+].[I:25]I, predict the reaction product. The product is: [I:25][C:5]1[O:1][C:2]([P:6]([O:7][CH2:8][CH3:9])(=[O:10])[O:11][CH2:12][CH3:13])=[CH:3][CH:4]=1.